From a dataset of Human Reference Interactome with 51,813 positive PPI pairs across 8,248 proteins, plus equal number of experimentally-validated negative pairs. Binary Classification. Given two protein amino acid sequences, predict whether they physically interact or not. (1) Result: 1 (the proteins interact). Protein 1 (ENSG00000111678) has sequence MASASTQPAALSAEQAKVVLAEVIQAFSAPENAVRMDEARDNACNDMGKMLQFVLPVATQIQQEVIKAYGFSCDGEGVLKFARLVKSYEAQDPEIASLSGKLKALFLPPMTLPPHGPAAGGSVAAS*MASASTQPAALSAEQAKVVLAEVIQAFSAPENAVRMDEARDNACNDMGVLKFARLVKSYEAQDPEIASLSGKLKALFLPPMTLPPHGPAAGGSVAAS*MASASTQPAALSAEQAKVVLAEVIQAFSAPENAVRMDEARDNACNDMGKMLQFVLPVATQIQQEVIKAYGFSCDG.... Protein 2 (ENSG00000170209) has sequence MAADPTELRLGSLPVFTRDDFEGDWRLVASGGFSQVFQARHRRWRTEYAIKCAPCLPPDAASSDVNYLIEEAAKMKKIKFQHIVSIYGVCKQPLGIVMEFMANGSLEKVLSTHSLCWKLRFRIIHETSLAMNFLHSIKPPLLHLDLKPGNILLDSNMHVKISDFGLSKWMEQSTRMQYIERSALRGMLSYIPPEMFLESNKAPGPKYDVYSFAIVIWELLTQKKPYSGFNMMMIIIRVAAGMRPSLQPVSDQWPSEAQQMVDLMKRCWDQDPKKRPCFLDITIETDILLSLLQSRVAVPE.... (2) Protein 1 (ENSG00000138629) has sequence MSLSDWHLAVKLADQPLTPKSILRLPETELGEYSLGGYSISFLKQLIAGKLQESVPDPELIDLIYCGRKLKDDQTLDFYGIQPGSTVHVLRKSWPEPDQKPEPVDKVAAMREFRVLHTALHSSSSYREAVFKMLSNKESLDQIIVATPGLSSDPIALGVLQDKDLFSVFADPNMLDTLVPAHPALVNAIVLVLHSVAGSAPMPGTDSSSRSMPSSSYRDMPGGFLFEGLSDDEDDFHPNTRSTPSSSTPSSRPASLGYSGAAGPRPITQSELATALALASTPESSSHTPTPGTQGHSSGT.... Protein 2 (ENSG00000166747) has sequence MPAPIRLRELIRTIRTARTQAEEREMIQKECAAIRSSFREEDNTYRCRNVAKLLYMHMLGYPAHFGQLECLKLIASQKFTDKRIGYLGAMLLLDERQDVHLLMTNCIKNDLNHSTQFVQGLALCTLGCMGSSEMCRDLAGEVEKLLKTSNSYLRKKAALCAVHVIRKVPELMEMFLPATKNLLNEKNHGVLHTSVVLLTEMCERSPDMLAHFRKLVPQLVRILKNLIMSGYSPEHDVSGISDPFLQVRILRLLRILGRNDDDSSEAMNDILAQVATNTETSKNVGNAILYETVLTIMDIK.... Result: 1 (the proteins interact).